Predict the reactants needed to synthesize the given product. From a dataset of Full USPTO retrosynthesis dataset with 1.9M reactions from patents (1976-2016). Given the product [Br:1][C:2]1[CH:3]=[C:4]2[C:9]([NH:15][C@H:16]3[CH2:21][CH2:20][CH2:19][N:18]([C:22]([O:24][C:25]([CH3:28])([CH3:27])[CH3:26])=[O:23])[CH2:17]3)=[C:8]([C:11](=[O:12])[NH2:13])[CH:7]=[N:6][N:5]2[CH:14]=1, predict the reactants needed to synthesize it. The reactants are: [Br:1][C:2]1[CH:3]=[C:4]2[C:9](Cl)=[C:8]([C:11]([NH2:13])=[O:12])[CH:7]=[N:6][N:5]2[CH:14]=1.[NH2:15][C@H:16]1[CH2:21][CH2:20][CH2:19][N:18]([C:22]([O:24][C:25]([CH3:28])([CH3:27])[CH3:26])=[O:23])[CH2:17]1.CCN(C(C)C)C(C)C.O.